Task: Regression. Given two drug SMILES strings and cell line genomic features, predict the synergy score measuring deviation from expected non-interaction effect.. Dataset: Merck oncology drug combination screen with 23,052 pairs across 39 cell lines (1) Drug 1: CC(=O)OC1C(=O)C2(C)C(O)CC3OCC3(OC(C)=O)C2C(OC(=O)c2ccccc2)C2(O)CC(OC(=O)C(O)C(NC(=O)c3ccccc3)c3ccccc3)C(C)=C1C2(C)C. Drug 2: Cc1nc(Nc2ncc(C(=O)Nc3c(C)cccc3Cl)s2)cc(N2CCN(CCO)CC2)n1. Cell line: COLO320DM. Synergy scores: synergy=10.1. (2) Drug 1: CCC1=CC2CN(C1)Cc1c([nH]c3ccccc13)C(C(=O)OC)(c1cc3c(cc1OC)N(C)C1C(O)(C(=O)OC)C(OC(C)=O)C4(CC)C=CCN5CCC31C54)C2. Drug 2: CC1(c2nc3c(C(N)=O)cccc3[nH]2)CCCN1. Cell line: MDAMB436. Synergy scores: synergy=9.67. (3) Drug 1: CC1CC2C3CCC4=CC(=O)C=CC4(C)C3(F)C(O)CC2(C)C1(O)C(=O)CO. Drug 2: NC(=O)c1cccc2cn(-c3ccc(C4CCCNC4)cc3)nc12. Cell line: UACC62. Synergy scores: synergy=-7.93. (4) Drug 1: O=C(O)C1(Cc2cccc(Nc3nccs3)n2)CCC(Oc2cccc(Cl)c2F)CC1. Drug 2: COC1CC2CCC(C)C(O)(O2)C(=O)C(=O)N2CCCCC2C(=O)OC(C(C)CC2CCC(OP(C)(C)=O)C(OC)C2)CC(=O)C(C)C=C(C)C(O)C(OC)C(=O)C(C)CC(C)C=CC=CC=C1C. Cell line: A375. Synergy scores: synergy=24.2. (5) Drug 1: Cc1nc(Nc2ncc(C(=O)Nc3c(C)cccc3Cl)s2)cc(N2CCN(CCO)CC2)n1. Drug 2: Cn1cc(-c2cnn3c(N)c(Br)c(C4CCCNC4)nc23)cn1. Cell line: LNCAP. Synergy scores: synergy=36.7. (6) Synergy scores: synergy=-9.15. Drug 2: CN(Cc1cnc2nc(N)nc(N)c2n1)c1ccc(C(=O)NC(CCC(=O)O)C(=O)O)cc1. Drug 1: CN1C(=O)C=CC2(C)C3CCC4(C)C(NC(=O)OCC(F)(F)F)CCC4C3CCC12. Cell line: VCAP.